This data is from Catalyst prediction with 721,799 reactions and 888 catalyst types from USPTO. The task is: Predict which catalyst facilitates the given reaction. (1) Reactant: [NH:1]1[C:9]2[C:4](=[CH:5][CH:6]=[CH:7][CH:8]=2)[C:3]([C:10](=[O:18])[CH2:11][N:12]2[CH2:17][CH2:16][CH2:15][CH2:14][CH2:13]2)=[CH:2]1.[H-].[Na+].[F:21][C:22]1[CH:41]=[CH:40][C:25]([CH2:26][NH:27][C:28]([C:30]2[CH:35]=[CH:34][C:33]([S:36](Cl)(=[O:38])=[O:37])=[CH:32][CH:31]=2)=[O:29])=[CH:24][CH:23]=1. Product: [F:21][C:22]1[CH:23]=[CH:24][C:25]([CH2:26][NH:27][C:28](=[O:29])[C:30]2[CH:35]=[CH:34][C:33]([S:36]([N:1]3[C:9]4[C:4](=[CH:5][CH:6]=[CH:7][CH:8]=4)[C:3]([C:10](=[O:18])[CH2:11][N:12]4[CH2:13][CH2:14][CH2:15][CH2:16][CH2:17]4)=[CH:2]3)(=[O:37])=[O:38])=[CH:32][CH:31]=2)=[CH:40][CH:41]=1. The catalyst class is: 3. (2) Reactant: [C:1]1([S:7]([C:10]2[C:18]3[C:13](=[CH:14][CH:15]=[C:16]([O:19][CH2:20][CH2:21]OS(C4C=CC(C)=CC=4)(=O)=O)[CH:17]=3)[NH:12][N:11]=2)(=[O:9])=[O:8])[CH:6]=[CH:5][CH:4]=[CH:3][CH:2]=1.[CH:33]1([NH2:36])[CH2:35][CH2:34]1. Product: [C:1]1([S:7]([C:10]2[C:18]3[C:13](=[CH:14][CH:15]=[C:16]([O:19][CH2:20][CH2:21][NH:36][CH:33]4[CH2:35][CH2:34]4)[CH:17]=3)[NH:12][N:11]=2)(=[O:8])=[O:9])[CH:6]=[CH:5][CH:4]=[CH:3][CH:2]=1. The catalyst class is: 1. (3) Reactant: [Br:1][C:2]1[NH:6][N:5]=[C:4]([NH2:7])[CH:3]=1.[C:8]1(=O)[C:12]2[CH:13]=[CH:14][CH:15]=[CH:16][C:11]=2[C:10](=[O:17])[O:9]1. Product: [Br:1][C:2]1[NH:6][N:5]=[C:4]([N:7]2[C:8](=[O:9])[C:12]3[C:11](=[CH:16][CH:15]=[CH:14][CH:13]=3)[C:10]2=[O:17])[CH:3]=1. The catalyst class is: 12. (4) Reactant: C(=O)([O-])[O-].[K+].[K+].[CH3:7][N:8]1[CH2:13][CH2:12][NH:11][CH2:10][CH2:9]1.[CH2:14]([O:21][C:22]1[CH:49]=[CH:48][C:47]([O:50][CH2:51][CH2:52]Br)=[CH:46][C:23]=1[C:24]([NH:26][C:27]1[CH:39]=[C:38]([C:40]2[CH:45]=[CH:44][CH:43]=[CH:42][CH:41]=2)[CH:37]=[CH:36][C:28]=1[C:29]([O:31][C:32]([CH3:35])([CH3:34])[CH3:33])=[O:30])=[O:25])[C:15]1[CH:20]=[CH:19][CH:18]=[CH:17][CH:16]=1. Product: [CH2:14]([O:21][C:22]1[CH:49]=[CH:48][C:47]([O:50][CH2:51][CH2:52][N:11]2[CH2:12][CH2:13][N:8]([CH3:7])[CH2:9][CH2:10]2)=[CH:46][C:23]=1[C:24]([NH:26][C:27]1[CH:39]=[C:38]([C:40]2[CH:45]=[CH:44][CH:43]=[CH:42][CH:41]=2)[CH:37]=[CH:36][C:28]=1[C:29]([O:31][C:32]([CH3:35])([CH3:34])[CH3:33])=[O:30])=[O:25])[C:15]1[CH:20]=[CH:19][CH:18]=[CH:17][CH:16]=1. The catalyst class is: 21. (5) Reactant: [F:1][C:2]1[C:7]2[CH2:8][CH2:9][CH2:10][C:11](=[O:13])[NH:12][C:6]=2[CH:5]=[CH:4][CH:3]=1.CN(CCN(C)C)C.[I:22][Si](C)(C)C.II. Product: [F:1][C:2]1[C:7]2[CH2:8][CH2:9][CH:10]([I:22])[C:11](=[O:13])[NH:12][C:6]=2[CH:5]=[CH:4][CH:3]=1. The catalyst class is: 2. (6) Reactant: [C:1]([C:3]1[CH:4]=[C:5]2[C:9](=[CH:10][CH:11]=1)[NH:8][CH:7]=[C:6]2[CH2:12][CH2:13][CH2:14][CH2:15][N:16]1[CH2:21][CH2:20][N:19]([C:22]2[CH:23]=[CH:24][C:25]3[O:29][C:28]([C:30]([O:32]CC)=O)=[CH:27][C:26]=3[CH:35]=2)[CH2:18][CH2:17]1)#[N:2].C([NH2:38])=O.C[O-].[Na+].O. Product: [C:1]([C:3]1[CH:4]=[C:5]2[C:9](=[CH:10][CH:11]=1)[NH:8][CH:7]=[C:6]2[CH2:12][CH2:13][CH2:14][CH2:15][N:16]1[CH2:21][CH2:20][N:19]([C:22]2[CH:23]=[CH:24][C:25]3[O:29][C:28]([C:30]([NH2:38])=[O:32])=[CH:27][C:26]=3[CH:35]=2)[CH2:18][CH2:17]1)#[N:2]. The catalyst class is: 36. (7) Reactant: [NH2:1][C:2]1[CH:7]=[CH:6][C:5]([C:8]2[CH:9]=[CH:10][C:11]3[N:12]([N:14]=[C:15]([NH:17][C:18]4[CH:25]=[CH:24][CH:23]=[CH:22][C:19]=4[C:20]#[N:21])[N:16]=3)[CH:13]=2)=[CH:4][CH:3]=1.CCN(C(C)C)C(C)C.[F:35][C:36]([F:42])([F:41])[CH2:37][C:38](O)=[O:39].CN(C(ON1N=NC2C=CC=NC1=2)=[N+](C)C)C.F[P-](F)(F)(F)(F)F.C(=O)(O)[O-].[Na+]. Product: [C:20]([C:19]1[CH:22]=[CH:23][CH:24]=[CH:25][C:18]=1[NH:17][C:15]1[N:16]=[C:11]2[CH:10]=[CH:9][C:8]([C:5]3[CH:4]=[CH:3][C:2]([NH:1][C:38](=[O:39])[CH2:37][C:36]([F:42])([F:41])[F:35])=[CH:7][CH:6]=3)=[CH:13][N:12]2[N:14]=1)#[N:21]. The catalyst class is: 1. (8) The catalyst class is: 424. Reactant: [N+:1]([C:4]1[CH:9]=[CH:8][C:7]([C:10]2[O:14][C:13]([C:15]([O:17]CC)=O)=[N:12][CH:11]=2)=[CH:6][CH:5]=1)([O-:3])=[O:2].Cl.[CH3:21][O:22][C:23](=[O:29])[C@H:24]([CH:26]([CH3:28])[CH3:27])[NH2:25]. Product: [CH3:27][CH:26]([CH3:28])[CH:24]([NH:25][C:15]([C:13]1[O:14][C:10]([C:7]2[CH:6]=[CH:5][C:4]([N+:1]([O-:3])=[O:2])=[CH:9][CH:8]=2)=[CH:11][N:12]=1)=[O:17])[C:23]([O:22][CH3:21])=[O:29]. (9) Reactant: [I:1][C:2]1[CH:3]=[C:4]2[C:8](=[CH:9][CH:10]=1)[NH:7][CH:6]=[CH:5]2.[C:11]([O:15][C:16](O[C:16]([O:15][C:11]([CH3:14])([CH3:13])[CH3:12])=[O:17])=[O:17])([CH3:14])([CH3:13])[CH3:12]. Product: [C:11]([O:15][C:16]([N:7]1[C:8]2[C:4](=[CH:3][C:2]([I:1])=[CH:10][CH:9]=2)[CH:5]=[CH:6]1)=[O:17])([CH3:14])([CH3:13])[CH3:12]. The catalyst class is: 616. (10) Reactant: [Cl:1][C:2]1[CH:3]=[C:4]([CH:6]=[CH:7][CH:8]=1)[NH2:5].[Si:9]([O:16][CH:17]1[CH2:22][CH2:21][C:20](=O)[CH2:19][CH2:18]1)([C:12]([CH3:15])([CH3:14])[CH3:13])([CH3:11])[CH3:10].C(O[BH-](OC(=O)C)OC(=O)C)(=O)C.[Na+].C(O)(=O)C.C(=O)(O)[O-].[Na+]. Product: [C:12]([Si:9]([CH3:11])([CH3:10])[O:16][C@H:17]1[CH2:22][CH2:21][C@H:20]([NH:5][C:4]2[CH:6]=[CH:7][CH:8]=[C:2]([Cl:1])[CH:3]=2)[CH2:19][CH2:18]1)([CH3:15])([CH3:14])[CH3:13]. The catalyst class is: 417.